From a dataset of Reaction yield outcomes from USPTO patents with 853,638 reactions. Predict the reaction yield, written as a fraction of the theoretical maximum amount of product (1.0 means a 100% yield; for example, 0.34 means a 34% yield). (1) The reactants are [C:1](#N)[CH3:2].[OH2:4].[C:5]1([SiH:11]([CH3:13])[CH3:12])[CH:10]=[CH:9][CH:8]=[CH:7][CH:6]=1.[H][H]. The catalyst is CCCCC. The product is [O:4]([Si:11]([C:2]1[CH:1]=[CH:9][CH:8]=[CH:7][CH:6]=1)([CH3:12])[CH3:5])[Si:11]([C:5]1[CH:10]=[CH:9][CH:8]=[CH:7][CH:6]=1)([CH3:13])[CH3:12]. The yield is 0.0500. (2) The reactants are [CH3:1][C:2]1([CH3:22])[C:6]([CH3:8])([CH3:7])[O:5][B:4]([C:9]2[CH2:14][CH2:13][N:12]([C:15]3[N:20]=[CH:19][N:18]=[C:17]([OH:21])[N:16]=3)[CH2:11][CH:10]=2)[O:3]1.Cl[CH2:24][C:25]1[S:26][C:27]([C:30]([F:33])([F:32])[F:31])=[CH:28][CH:29]=1. No catalyst specified. The product is [CH3:8][C:6]1([CH3:7])[C:2]([CH3:22])([CH3:1])[O:3][B:4]([C:9]2[CH2:14][CH2:13][N:12]([C:15]3[N:20]=[CH:19][N:18]([CH2:24][C:25]4[S:26][C:27]([C:30]([F:33])([F:32])[F:31])=[CH:28][CH:29]=4)[C:17](=[O:21])[N:16]=3)[CH2:11][CH:10]=2)[O:5]1. The yield is 0.460.